From a dataset of Full USPTO retrosynthesis dataset with 1.9M reactions from patents (1976-2016). Predict the reactants needed to synthesize the given product. (1) Given the product [CH2:15]([N:12]1[CH2:11][CH2:10][CH:9]([NH:8][C:6](=[O:7])[C:5]2[CH:22]=[CH:23][C:2]([NH:1][CH3:26])=[CH:3][C:4]=2[O:24][CH3:25])[CH2:14][CH2:13]1)[C:16]1[CH:17]=[CH:18][CH:19]=[CH:20][CH:21]=1, predict the reactants needed to synthesize it. The reactants are: [NH2:1][C:2]1[CH:23]=[CH:22][C:5]([C:6]([NH:8][CH:9]2[CH2:14][CH2:13][N:12]([CH2:15][C:16]3[CH:21]=[CH:20][CH:19]=[CH:18][CH:17]=3)[CH2:11][CH2:10]2)=[O:7])=[C:4]([O:24][CH3:25])[CH:3]=1.[CH3:26][O-].[Na+].C=O.[BH4-].[Na+]. (2) Given the product [F:1][C:2]1[CH:7]=[CH:6][CH:5]=[C:4]([F:8])[C:3]=1[CH2:9][O:10][C:14]1[CH:19]=[CH:18][CH:17]=[CH:16][N:15]=1, predict the reactants needed to synthesize it. The reactants are: [F:1][C:2]1[CH:7]=[CH:6][CH:5]=[C:4]([F:8])[C:3]=1[CH2:9][OH:10].[H-].[Na+].Br[C:14]1[CH:19]=[CH:18][CH:17]=[CH:16][N:15]=1.